This data is from Full USPTO retrosynthesis dataset with 1.9M reactions from patents (1976-2016). The task is: Predict the reactants needed to synthesize the given product. (1) Given the product [CH2:12]([N:3]([CH2:1][CH3:2])[C:4]1[CH:9]=[CH:8][C:7]([N:10]2[C:26](=[O:27])[CH:25]=[C:24]([CH3:30])[N:20]=[C:21]2[CH3:23])=[CH:6][C:5]=1[F:11])[CH3:13], predict the reactants needed to synthesize it. The reactants are: [CH2:1]([N:3]([CH2:12][CH3:13])[C:4]1[CH:9]=[CH:8][C:7]([NH2:10])=[CH:6][C:5]=1[F:11])[CH3:2].C[Al](C)C.N#N.[NH:20](/[C:24](/[CH3:30])=[CH:25]\[C:26](OC)=[O:27])[C:21]([CH3:23])=O. (2) Given the product [CH2:1]([O:8][C:9]1[C:10]([O:21][CH3:22])=[N:11][C:12]2[C:13]([C:25]=1[Cl:27])=[CH:14][C:15]([Br:20])=[CH:16][CH:17]=2)[C:2]1[CH:3]=[CH:4][CH:5]=[CH:6][CH:7]=1, predict the reactants needed to synthesize it. The reactants are: [CH2:1]([O:8][C:9]1[C:10](=[O:21])[NH:11][C:12]2[C:17](C=1O)=[CH:16][C:15]([Br:20])=[CH:14][CH:13]=2)[C:2]1[CH:7]=[CH:6][CH:5]=[CH:4][CH:3]=1.[CH3:22][O-].[Na+].[CH2:25]([Cl:27])Cl. (3) Given the product [CH3:1][C:2]1([CH3:34])[C:11]2[C:6](=[CH:7][C:8]([NH:12][C:13]([N:15]3[CH2:16][CH2:17][N:18]([C:21]4[C:26]([Cl:27])=[CH:25][CH:24]=[CH:23][N:22]=4)[CH2:19][CH2:20]3)=[O:14])=[CH:9][CH:10]=2)[NH:5][CH2:4][CH2:3]1, predict the reactants needed to synthesize it. The reactants are: [CH3:1][C:2]1([CH3:34])[C:11]2[C:6](=[CH:7][C:8]([NH:12][C:13]([N:15]3[CH2:20][CH2:19][N:18]([C:21]4[C:26]([Cl:27])=[CH:25][CH:24]=[CH:23][N:22]=4)[CH2:17][CH2:16]3)=[O:14])=[CH:9][CH:10]=2)[N:5](C(=O)C(F)(F)F)[CH2:4][CH2:3]1.C(=O)([O-])[O-].[K+].[K+]. (4) Given the product [C:31]([C@H:27]1[CH2:28][CH2:29][CH2:30][N:26]1[C:24](=[O:25])[CH2:23][O:22][C:18]1[C:17]([CH3:38])=[C:16]([CH:21]=[CH:20][CH:19]=1)[O:15][CH2:14][C:13]([N:9]1[CH2:10][CH2:11][CH2:12][C@@H:8]1[C:6]([OH:7])=[O:5])=[O:39])([OH:33])=[O:32], predict the reactants needed to synthesize it. The reactants are: C([O:5][C:6]([C@H:8]1[CH2:12][CH2:11][CH2:10][N:9]1[C:13](=[O:39])[CH2:14][O:15][C:16]1[CH:21]=[CH:20][CH:19]=[C:18]([O:22][CH2:23][C:24]([N:26]2[CH2:30][CH2:29][CH2:28][C@@H:27]2[C:31]([O:33]C(C)(C)C)=[O:32])=[O:25])[C:17]=1[CH3:38])=[O:7])(C)(C)C.